Dataset: Aqueous solubility values for 9,982 compounds from the AqSolDB database. Task: Regression/Classification. Given a drug SMILES string, predict its absorption, distribution, metabolism, or excretion properties. Task type varies by dataset: regression for continuous measurements (e.g., permeability, clearance, half-life) or binary classification for categorical outcomes (e.g., BBB penetration, CYP inhibition). For this dataset (solubility_aqsoldb), we predict Y. (1) The compound is O=[Sn]. The Y is -8.83 log mol/L. (2) The drug is c1ccc2c(c1)Cc1c-2ccc2ccccc12. The Y is -6.68 log mol/L. (3) The compound is CC(C)c1ccc(S(=O)(=O)[O-])cc1.[Na+]. The Y is 0.346 log mol/L. (4) The molecule is C=C(C)C(=O)OCC(CC)(COC(=O)C(=C)C)COC(=O)C(=C)C. The Y is -4.23 log mol/L. (5) The molecule is CCCCCCC(=O)OCC. The Y is -2.74 log mol/L.